Dataset: Merck oncology drug combination screen with 23,052 pairs across 39 cell lines. Task: Regression. Given two drug SMILES strings and cell line genomic features, predict the synergy score measuring deviation from expected non-interaction effect. (1) Synergy scores: synergy=22.8. Cell line: UWB1289BRCA1. Drug 2: C#Cc1cccc(Nc2ncnc3cc(OCCOC)c(OCCOC)cc23)c1. Drug 1: NC(=O)c1cccc2cn(-c3ccc(C4CCCNC4)cc3)nc12. (2) Drug 1: CC(=O)OC1C(=O)C2(C)C(O)CC3OCC3(OC(C)=O)C2C(OC(=O)c2ccccc2)C2(O)CC(OC(=O)C(O)C(NC(=O)c3ccccc3)c3ccccc3)C(C)=C1C2(C)C. Drug 2: C#Cc1cccc(Nc2ncnc3cc(OCCOC)c(OCCOC)cc23)c1. Cell line: VCAP. Synergy scores: synergy=11.4. (3) Drug 1: COC1=C2CC(C)CC(OC)C(O)C(C)C=C(C)C(OC(N)=O)C(OC)C=CC=C(C)C(=O)NC(=CC1=O)C2=O. Drug 2: CCC1(O)C(=O)OCc2c1cc1n(c2=O)Cc2cc3c(CN(C)C)c(O)ccc3nc2-1. Cell line: RPMI7951. Synergy scores: synergy=-2.58. (4) Drug 1: CS(=O)(=O)CCNCc1ccc(-c2ccc3ncnc(Nc4ccc(OCc5cccc(F)c5)c(Cl)c4)c3c2)o1. Drug 2: COC1=C2CC(C)CC(OC)C(O)C(C)C=C(C)C(OC(N)=O)C(OC)C=CC=C(C)C(=O)NC(=CC1=O)C2=O. Cell line: NCIH460. Synergy scores: synergy=26.8. (5) Drug 1: C#Cc1cccc(Nc2ncnc3cc(OCCOC)c(OCCOC)cc23)c1. Drug 2: CCc1c2c(nc3ccc(O)cc13)-c1cc3c(c(=O)n1C2)COC(=O)C3(O)CC. Cell line: UWB1289BRCA1. Synergy scores: synergy=21.5. (6) Drug 1: CCC1=CC2CN(C1)Cc1c([nH]c3ccccc13)C(C(=O)OC)(c1cc3c(cc1OC)N(C)C1C(O)(C(=O)OC)C(OC(C)=O)C4(CC)C=CCN5CCC31C54)C2. Drug 2: CCN(CC)CCNC(=O)c1c(C)[nH]c(C=C2C(=O)Nc3ccc(F)cc32)c1C. Cell line: NCIH460. Synergy scores: synergy=6.71.